From a dataset of Full USPTO retrosynthesis dataset with 1.9M reactions from patents (1976-2016). Predict the reactants needed to synthesize the given product. (1) Given the product [Cl:1][C:2]1[CH:3]=[C:4]([CH:8]2[CH:12]3[CH2:13][CH2:14][CH2:15][CH2:16][CH:11]3[O:10][CH:9]2[OH:17])[CH:5]=[CH:6][CH:7]=1, predict the reactants needed to synthesize it. The reactants are: [Cl:1][C:2]1[CH:3]=[C:4]([CH:8]2[CH:12]3[CH2:13][CH2:14][CH2:15][CH2:16][CH:11]3[O:10][C:9]2=[O:17])[CH:5]=[CH:6][CH:7]=1.CC(C[AlH]CC(C)C)C.S(=O)(=O)(O)O. (2) Given the product [C:1]([O:4][CH2:5][C:6]1[C:7]([N:22]2[C:34](=[O:35])[C:33]3[N:25]([C:26]4[CH:27]5[CH2:36][CH:30]([C:31]=4[CH:32]=3)[CH2:29][CH2:28]5)[CH2:24][CH2:23]2)=[CH:8][C:9]([F:21])=[CH:10][C:11]=1[C:38]1[CH:39]=[C:40]([NH:46][C:47]2[CH:52]=[CH:51][C:50]([N:53]3[CH2:58][CH2:57][N:56]([CH:59]4[CH2:60][O:61][CH2:62]4)[CH2:55][CH2:54]3)=[CH:49][N:48]=2)[C:41](=[O:45])[N:42]([CH3:44])[CH:43]=1)(=[O:3])[CH3:2], predict the reactants needed to synthesize it. The reactants are: [C:1]([O:4][CH2:5][C:6]1[C:11](B2OC(C)(C)C(C)(C)O2)=[CH:10][C:9]([F:21])=[CH:8][C:7]=1[N:22]1[C:34](=[O:35])[C:33]2[N:25]([C:26]3[CH:27]4[CH2:36][CH:30]([C:31]=3[CH:32]=2)[CH2:29][CH2:28]4)[CH2:24][CH2:23]1)(=[O:3])[CH3:2].Br[C:38]1[CH:39]=[C:40]([NH:46][C:47]2[CH:52]=[CH:51][C:50]([N:53]3[CH2:58][CH2:57][N:56]([CH:59]4[CH2:62][O:61][CH2:60]4)[CH2:55][CH2:54]3)=[CH:49][N:48]=2)[C:41](=[O:45])[N:42]([CH3:44])[CH:43]=1.C([O-])([O-])=O.[Na+].[Na+].O. (3) Given the product [Cl:20][C:9]1[CH:14]=[C:13]([CH3:15])[C:12]([C:16](=[O:18])[CH3:17])=[C:11]([CH3:19])[CH:10]=1, predict the reactants needed to synthesize it. The reactants are: N(OC(C)(C)C)=O.N[C:9]1[CH:14]=[C:13]([CH3:15])[C:12]([C:16](=[O:18])[CH3:17])=[C:11]([CH3:19])[CH:10]=1.[ClH:20]. (4) Given the product [Br:5][CH2:6][CH:7]([OH:13])[C:8]([O:10][CH2:11][CH3:12])=[O:9], predict the reactants needed to synthesize it. The reactants are: C([BH3-])#N.[Na+].[Br:5][CH2:6][C:7](=[O:13])[C:8]([O:10][CH2:11][CH3:12])=[O:9].Cl. (5) Given the product [CH2:2]([CH:3]([O:6][CH2:23][CH:22]=[N:21][OH:11])[CH:4]=[CH2:5])[CH3:1], predict the reactants needed to synthesize it. The reactants are: [CH2:1]=[CH:2][CH:3]([OH:6])[CH2:4][CH3:5].[H-].[Na+].C([O:11]C(OCC)CBr)C.[Cl-].[NH4+].C[N:21]1CC[CH2:23][C:22]1=O. (6) Given the product [CH:1]1([NH:6][C:13]2[C:14]3[CH:33]=[CH:32][NH:31][C:15]=3[N:16]=[C:17]([NH:19][C:20]3[CH:21]=[C:22]([NH:26][S:27]([CH3:30])(=[O:29])=[O:28])[CH:23]=[CH:24][CH:25]=3)[N:18]=2)[CH2:5][CH2:4][CH2:3][CH2:2]1, predict the reactants needed to synthesize it. The reactants are: [CH:1]1([NH2:6])[CH2:5][CH2:4][CH2:3][CH2:2]1.C1(N)CCC1.Cl[C:13]1[C:14]2[CH:33]=[CH:32][NH:31][C:15]=2[N:16]=[C:17]([NH:19][C:20]2[CH:21]=[C:22]([NH:26][S:27]([CH3:30])(=[O:29])=[O:28])[CH:23]=[CH:24][CH:25]=2)[N:18]=1.ClC1N=C(NC2C=C(NS(C)(=O)=O)C=CC=2)N=C2C=1N=CN2.